Task: Predict the reaction yield, written as a fraction of the theoretical maximum amount of product (1.0 means a 100% yield; for example, 0.34 means a 34% yield).. Dataset: Reaction yield outcomes from USPTO patents with 853,638 reactions (1) The reactants are [F:1][C:2]([F:16])([F:15])[C:3]1[N:8]=[CH:7][C:6](/[CH:9]=[CH:10]/[C:11]([O:13][CH3:14])=[O:12])=[CH:5][N:4]=1. The catalyst is CO.[Pd]. The product is [F:16][C:2]([F:1])([F:15])[C:3]1[N:4]=[CH:5][C:6]([CH2:9][CH2:10][C:11]([O:13][CH3:14])=[O:12])=[CH:7][N:8]=1. The yield is 0.658. (2) The reactants are [Cl:1][C:2]1[C:3]2[N:4]([CH:20]=[CH:21][N:22]=2)[CH:5]=[C:6]([C:17](O)=[O:18])[C:7]=1[NH:8][C:9]1[CH:14]=[CH:13][C:12]([I:15])=[CH:11][C:10]=1[F:16].[OH:23][C:24]1([CH:28]2[CH2:33][CH2:32][CH2:31][CH2:30][N:29]2[C:34]([O:36][C:37]([CH3:40])([CH3:39])[CH3:38])=[O:35])[CH2:27][NH:26][CH2:25]1.Cl.CN(C)CCCN=C=NCC. The catalyst is CN(C)C1C=CN=CC=1.CN(C)C=O. The product is [Cl:1][C:2]1[C:3]2[N:4]([CH:20]=[CH:21][N:22]=2)[CH:5]=[C:6]([C:17]([N:26]2[CH2:27][C:24]([CH:28]3[CH2:33][CH2:32][CH2:31][CH2:30][N:29]3[C:34]([O:36][C:37]([CH3:40])([CH3:39])[CH3:38])=[O:35])([OH:23])[CH2:25]2)=[O:18])[C:7]=1[NH:8][C:9]1[CH:14]=[CH:13][C:12]([I:15])=[CH:11][C:10]=1[F:16]. The yield is 0.830. (3) The reactants are [CH3:1][N:2]([CH3:25])[CH2:3][CH2:4][NH:5][S:6]([C:9]1[CH:14]=[CH:13][CH:12]=[C:11]([NH:15][C:16]2[N:21]=[CH:20][C:19]([N+:22]([O-])=O)=[CH:18][N:17]=2)[CH:10]=1)(=[O:8])=[O:7]. The catalyst is CO. The product is [NH2:22][C:19]1[CH:20]=[N:21][C:16]([NH:15][C:11]2[CH:10]=[C:9]([S:6]([NH:5][CH2:4][CH2:3][N:2]([CH3:25])[CH3:1])(=[O:7])=[O:8])[CH:14]=[CH:13][CH:12]=2)=[N:17][CH:18]=1. The yield is 0.280. (4) The reactants are [F:1][C:2]1[CH:7]=[C:6]([N:8]2[CH2:12][C@H:11]([CH2:13][N:14]3[CH:18]=[CH:17][N:16]=[N:15]3)[O:10][C:9]2=[O:19])[CH:5]=[CH:4][C:3]=1[C:20]1[CH:21]=[CH:22][C:23]([CH:26]=O)=[N:24][CH:25]=1.Cl.[NH2:29][OH:30].C(=O)([O-])[O-].[Na+].[Na+]. The catalyst is CO.O.O. The product is [F:1][C:2]1[CH:7]=[C:6]([N:8]2[CH2:12][C@H:11]([CH2:13][N:14]3[CH:18]=[CH:17][N:16]=[N:15]3)[O:10][C:9]2=[O:19])[CH:5]=[CH:4][C:3]=1[C:20]1[CH:21]=[CH:22][C:23]([CH:26]=[N:29][OH:30])=[N:24][CH:25]=1. The yield is 0.390.